Dataset: Catalyst prediction with 721,799 reactions and 888 catalyst types from USPTO. Task: Predict which catalyst facilitates the given reaction. (1) Reactant: [C:1]1(=O)[O:6][C:4](=[O:5])[C:3]2=[CH:7][CH:8]=[CH:9][CH:10]=[C:2]12.O.[NH2:13][NH2:14]. Product: [C:4]1(=[O:5])[C:3]2[C:2](=[CH:10][CH:9]=[CH:8][CH:7]=2)[C:1](=[O:6])[NH:14][NH:13]1. The catalyst class is: 15. (2) Reactant: C([O-])([O-])=O.[K+].[K+].Br[CH2:8][CH2:9][O:10][CH3:11].[OH:12][C:13]1[CH:22]=[C:21]2[C:16]([CH:17]=[CH:18][C:19]([CH2:23][N:24]3[CH2:29][CH2:28][CH:27]([NH:30][C:31](=[O:40])[C:32]4[CH:37]=[CH:36][CH:35]=[C:34]([O:38][CH3:39])[CH:33]=4)[CH2:26][CH2:25]3)=[CH:20]2)=[CH:15][CH:14]=1.O. Product: [CH3:39][O:38][C:34]1[CH:33]=[C:32]([CH:37]=[CH:36][CH:35]=1)[C:31]([NH:30][CH:27]1[CH2:26][CH2:25][N:24]([CH2:23][C:19]2[CH:18]=[CH:17][C:16]3[C:21](=[CH:22][C:13]([O:12][CH2:8][CH2:9][O:10][CH3:11])=[CH:14][CH:15]=3)[CH:20]=2)[CH2:29][CH2:28]1)=[O:40]. The catalyst class is: 3. (3) Reactant: [O:1]1[C:5]2[CH:6]=[CH:7][C:8]([C:10]#[C:11][C:12]([OH:14])=O)=[CH:9][C:4]=2[O:3][CH2:2]1.C(P1(=O)OP(=O)(CCC)OP(=O)(CCC)O1)CC.CCN(C(C)C)C(C)C.[CH2:42]1[C:45]2([CH2:50][CH2:49][NH:48][CH2:47][CH2:46]2)[CH2:44][N:43]1[C:51]([O:53][C:54]([CH3:57])([CH3:56])[CH3:55])=[O:52]. Product: [O:1]1[C:5]2[CH:6]=[CH:7][C:8]([C:10]#[C:11][C:12]([N:48]3[CH2:49][CH2:50][C:45]4([CH2:44][N:43]([C:51]([O:53][C:54]([CH3:55])([CH3:56])[CH3:57])=[O:52])[CH2:42]4)[CH2:46][CH2:47]3)=[O:14])=[CH:9][C:4]=2[O:3][CH2:2]1. The catalyst class is: 25. (4) Reactant: [CH3:1][C:2]1[CH:7]=[CH:6][C:5]([NH2:8])=[CH:4][C:3]=1[N+:9]([O-:11])=[O:10].[CH:12]1([C:15](O)=[O:16])[CH2:14][CH2:13]1.CN(C(ON1N=NC2C=CC=NC1=2)=[N+](C)C)C.F[P-](F)(F)(F)(F)F.CCN(C(C)C)C(C)C. Product: [CH3:1][C:2]1[CH:7]=[CH:6][C:5]([NH:8][C:15]([CH:12]2[CH2:14][CH2:13]2)=[O:16])=[CH:4][C:3]=1[N+:9]([O-:11])=[O:10]. The catalyst class is: 31. (5) Reactant: [N:1]1[CH:6]=[CH:5][C:4]([N:7]2[CH2:11][CH2:10][NH:9][C:8]2=[O:12])=[CH:3][CH:2]=1.[H-].[Na+].Br[CH2:16][CH2:17][CH2:18][CH2:19][CH2:20][CH2:21][O:22][C:23]1[CH:28]=[CH:27][C:26]([C:29]([F:32])([F:31])[F:30])=[CH:25][CH:24]=1. Product: [N:1]1[CH:2]=[CH:3][C:4]([N:7]2[CH2:11][CH2:10][N:9]([CH2:16][CH2:17][CH2:18][CH2:19][CH2:20][CH2:21][O:22][C:23]3[CH:24]=[CH:25][C:26]([C:29]([F:30])([F:31])[F:32])=[CH:27][CH:28]=3)[C:8]2=[O:12])=[CH:5][CH:6]=1. The catalyst class is: 3. (6) Reactant: [N+:1]([C:4]1[CH:12]=[CH:11][CH:10]=[C:9]2[C:5]=1[CH:6]=[CH:7][NH:8]2)([O-:3])=[O:2].[H-].[Na+].Br.Br[CH2:17][C:18]1[CH:23]=[CH:22][N:21]=[CH:20][CH:19]=1.O. Product: [N+:1]([C:4]1[CH:12]=[CH:11][CH:10]=[C:9]2[C:5]=1[CH:6]=[CH:7][N:8]2[CH2:17][C:18]1[CH:23]=[CH:22][N:21]=[CH:20][CH:19]=1)([O-:3])=[O:2]. The catalyst class is: 1. (7) Reactant: [CH2:1]([O:8][CH:9]([C:13]1[CH:18]=[C:17]([Cl:19])[CH:16]=[CH:15][C:14]=1[C:20](=[O:23])[CH:21]=[CH2:22])[CH2:10]C=C)[C:2]1[CH:7]=[CH:6][CH:5]=[CH:4][CH:3]=1. Product: [CH2:1]([O:8][CH:9]1[C:13]2[CH:18]=[C:17]([Cl:19])[CH:16]=[CH:15][C:14]=2[C:20](=[O:23])[CH:21]=[CH:22][CH2:10]1)[C:2]1[CH:3]=[CH:4][CH:5]=[CH:6][CH:7]=1. The catalyst class is: 11.